This data is from Forward reaction prediction with 1.9M reactions from USPTO patents (1976-2016). The task is: Predict the product of the given reaction. (1) Given the reactants [NH2:1][C:2]1[CH:3]=[CH:4][CH:5]=[C:6]2[C:11]=1[CH:10]=[C:9]([O:12][C:13]1[CH:14]=[CH:15][C:16]3[N:20]=[C:19]([CH2:21][O:22][C:23]4[CH:36]=[CH:35][C:26]([CH2:27][CH:28]5[S:32][C:31](=[O:33])[NH:30][C:29]5=[O:34])=[CH:25][CH:24]=4)[N:18]([CH3:37])[C:17]=3[CH:38]=1)[CH:8]=[CH:7]2.[CH2:39]([N:46]=[C:47]=[S:48])[C:40]1[CH:45]=[CH:44][CH:43]=[CH:42][CH:41]=1, predict the reaction product. The product is: [CH2:39]([NH:46][C:47]([NH:1][C:2]1[C:11]2[C:6](=[CH:7][CH:8]=[C:9]([O:12][C:13]3[CH:14]=[CH:15][C:16]4[N:20]=[C:19]([CH2:21][O:22][C:23]5[CH:24]=[CH:25][C:26]([CH2:27][CH:28]6[S:32][C:31](=[O:33])[NH:30][C:29]6=[O:34])=[CH:35][CH:36]=5)[N:18]([CH3:37])[C:17]=4[CH:38]=3)[CH:10]=2)[CH:5]=[CH:4][CH:3]=1)=[S:48])[C:40]1[CH:45]=[CH:44][CH:43]=[CH:42][CH:41]=1. (2) Given the reactants [O:1]1[CH2:6][CH2:5][CH2:4][CH2:3][CH:2]1[O:7][NH:8][C:9](=[O:40])[CH2:10][C:11]1([C:28]2[S:29][C:30]([C:33]3[CH:38]=[CH:37][CH:36]=[C:35]([NH2:39])[CH:34]=3)=[CH:31][CH:32]=2)[S:17](=[O:19])(=[O:18])[CH2:16][CH2:15][N:14]([C:20](=[O:27])[C:21]2[CH:26]=[CH:25][CH:24]=[CH:23][CH:22]=2)[CH2:13][CH2:12]1.[CH2:41]([N:43]=[C:44]=[O:45])[CH3:42].O, predict the reaction product. The product is: [O:1]1[CH2:6][CH2:5][CH2:4][CH2:3][CH:2]1[O:7][NH:8][C:9](=[O:40])[CH2:10][C:11]1([C:28]2[S:29][C:30]([C:33]3[CH:38]=[CH:37][CH:36]=[C:35]([NH:39][C:44]([NH:43][CH2:41][CH3:42])=[O:45])[CH:34]=3)=[CH:31][CH:32]=2)[S:17](=[O:19])(=[O:18])[CH2:16][CH2:15][N:14]([C:20](=[O:27])[C:21]2[CH:22]=[CH:23][CH:24]=[CH:25][CH:26]=2)[CH2:13][CH2:12]1. (3) Given the reactants [CH3:1][O:2][C:3]1[CH:8]=[CH:7][C:6]([N:9]2[CH2:14][CH2:13][N:12](C(OC(C)(C)C)=O)[CH2:11][CH2:10]2)=[CH:5][CH:4]=1.C(=O)(O)[O-].[Na+], predict the reaction product. The product is: [CH3:1][O:2][C:3]1[CH:4]=[CH:5][C:6]([N:9]2[CH2:14][CH2:13][NH:12][CH2:11][CH2:10]2)=[CH:7][CH:8]=1.